This data is from Reaction yield outcomes from USPTO patents with 853,638 reactions. The task is: Predict the reaction yield, written as a fraction of the theoretical maximum amount of product (1.0 means a 100% yield; for example, 0.34 means a 34% yield). (1) The reactants are [C:1]([O:9][C:10]1[CH:15]=[CH:14][C:13]([NH:16][C:17](=[O:19])[CH3:18])=[C:12]([OH:20])[CH:11]=1)(=[O:8])[C:2]1[CH:7]=[CH:6][CH:5]=[CH:4][CH:3]=1.[CH3:21][C@@:22]1([CH2:25]OS(C2C=CC=C([N+]([O-])=O)C=2)(=O)=O)[CH2:24][O:23]1.C([O-])([O-])=O.[Cs+].[Cs+]. The catalyst is CN1CCCC1=O. The product is [C:1]([O:9][C:10]1[CH:15]=[CH:14][C:13]([NH:16][C:17](=[O:19])[CH3:18])=[C:12]([O:20][CH2:21][C@:22]2([CH3:25])[CH2:24][O:23]2)[CH:11]=1)(=[O:8])[C:2]1[CH:3]=[CH:4][CH:5]=[CH:6][CH:7]=1. The yield is 0.390. (2) The reactants are C(N(C(C)C)C(C)C)C.[F:10][C:11]1[CH:16]=[CH:15][CH:14]=[CH:13][C:12]=1[N:17]1[C:25]2[C:20](=[C:21]([N:26]3[CH2:33][CH:32]4[CH:28]([CH2:29][NH:30][CH2:31]4)[C:27]3=[O:34])[CH:22]=[CH:23][CH:24]=2)[CH:19]=[N:18]1.[C:35](Cl)(=[O:39])[CH:36]([CH3:38])[CH3:37]. The catalyst is C(Cl)Cl. The product is [F:10][C:11]1[CH:16]=[CH:15][CH:14]=[CH:13][C:12]=1[N:17]1[C:25]2[C:20](=[C:21]([N:26]3[CH2:33][C@@H:32]4[C@H:28]([CH2:29][N:30]([C:35](=[O:39])[CH:36]([CH3:38])[CH3:37])[CH2:31]4)[C:27]3=[O:34])[CH:22]=[CH:23][CH:24]=2)[CH:19]=[N:18]1. The yield is 0.890. (3) The reactants are Cl[C:2]1[CH:3]=[CH:4][C:5]([S:8]([N:11]([CH2:21][C:22]2[CH:27]=[CH:26][C:25]([O:28][CH3:29])=[CH:24][CH:23]=2)[CH2:12][C:13]2[CH:18]=[CH:17][C:16]([O:19][CH3:20])=[CH:15][CH:14]=2)(=[O:10])=[O:9])=[N:6][CH:7]=1.[CH3:30][O:31][CH2:32][C@H:33]([CH3:53])[O:34][C:35]1[CH:36]=[C:37]([OH:52])[CH:38]=[C:39]([C:41]2[NH:42][C:43]([C:46]3[O:47][C@@H:48]([CH3:51])[CH2:49][N:50]=3)=[CH:44][CH:45]=2)[CH:40]=1.C(=O)([O-])[O-].[Cs+].[Cs+].O. The catalyst is CN(C)C=O. The product is [CH3:20][O:19][C:16]1[CH:17]=[CH:18][C:13]([CH2:12][N:11]([CH2:21][C:22]2[CH:27]=[CH:26][C:25]([O:28][CH3:29])=[CH:24][CH:23]=2)[S:8]([C:5]2[CH:4]=[CH:3][C:2]([O:52][C:37]3[CH:38]=[C:39]([C:41]4[NH:42][C:43]([C:46]5[O:47][C@@H:48]([CH3:51])[CH2:49][N:50]=5)=[CH:44][CH:45]=4)[CH:40]=[C:35]([O:34][C@@H:33]([CH3:53])[CH2:32][O:31][CH3:30])[CH:36]=3)=[CH:7][N:6]=2)(=[O:10])=[O:9])=[CH:14][CH:15]=1. The yield is 0.330. (4) The reactants are [F:1][C:2]1[CH:10]=[CH:9][C:5]([C:6](O)=[O:7])=[C:4]([CH3:11])[CH:3]=1.S(Cl)([Cl:14])=O. No catalyst specified. The product is [F:1][C:2]1[CH:10]=[CH:9][C:5]([C:6]([Cl:14])=[O:7])=[C:4]([CH3:11])[CH:3]=1. The yield is 0.860. (5) The reactants are [NH:1]1[CH:5]=[CH:4][C:3]([C:6]2[CH:11]=[CH:10][CH:9]=[CH:8][N:7]=2)=[N:2]1.[I:12]N1C(=O)CCC1=O. The catalyst is CN(C=O)C. The product is [I:12][C:4]1[C:3]([C:6]2[CH:11]=[CH:10][CH:9]=[CH:8][N:7]=2)=[N:2][NH:1][CH:5]=1. The yield is 0.670. (6) The reactants are [F:1][C:2]1[CH:7]=[CH:6][C:5]([CH2:8][C:9]([N:11]2[CH2:15][CH:14]([O:16][C:17]([N:19]3[CH2:24][CH2:23][O:22][CH2:21][CH2:20]3)=[O:18])[CH2:13][NH:12]2)=[O:10])=[CH:4][CH:3]=1.[O:25]([C:32]1[N:37]=[C:36]([C:38](Cl)=[O:39])[CH:35]=[CH:34][N:33]=1)[C:26]1[CH:31]=[CH:30][CH:29]=[CH:28][CH:27]=1.[OH-].[Na+]. The catalyst is ClCCl. The product is [F:1][C:2]1[CH:7]=[CH:6][C:5]([CH2:8][C:9]([N:11]2[CH2:15][CH:14]([O:16][C:17]([N:19]3[CH2:24][CH2:23][O:22][CH2:21][CH2:20]3)=[O:18])[CH2:13][N:12]2[C:38]([C:36]2[CH:35]=[CH:34][N:33]=[C:32]([O:25][C:26]3[CH:27]=[CH:28][CH:29]=[CH:30][CH:31]=3)[N:37]=2)=[O:39])=[O:10])=[CH:4][CH:3]=1. The yield is 0.610. (7) The reactants are Cl.[CH3:2][NH:3][O:4][CH3:5].CCN(C(C)C)C(C)C.C[Al](C)C.[F:19][CH:20]([F:41])[O:21][C:22]1[CH:27]=[CH:26][CH:25]=[CH:24][C:23]=1[N:28]1[CH:33]=[C:32]([O:34][CH3:35])[C:31](=[O:36])[C:30]([C:37]([O:39]C)=O)=[N:29]1. The catalyst is C(Cl)Cl. The product is [F:41][CH:20]([F:19])[O:21][C:22]1[CH:27]=[CH:26][CH:25]=[CH:24][C:23]=1[N:28]1[CH:33]=[C:32]([O:34][CH3:35])[C:31](=[O:36])[C:30]([C:37]([N:3]([O:4][CH3:5])[CH3:2])=[O:39])=[N:29]1. The yield is 0.750.